This data is from TCR-epitope binding with 47,182 pairs between 192 epitopes and 23,139 TCRs. The task is: Binary Classification. Given a T-cell receptor sequence (or CDR3 region) and an epitope sequence, predict whether binding occurs between them. (1) The epitope is HTDFSSEIIGY. The TCR CDR3 sequence is CASTPGQITGELFF. Result: 0 (the TCR does not bind to the epitope). (2) The epitope is NLSALGIFST. The TCR CDR3 sequence is CASSYSFNEQYF. Result: 0 (the TCR does not bind to the epitope). (3) The TCR CDR3 sequence is CASSPPGLLPGEQFF. Result: 0 (the TCR does not bind to the epitope). The epitope is FVDGVPFVV. (4) The epitope is NLVPMVATV. The TCR CDR3 sequence is CASSMGWGPGEQFF. Result: 0 (the TCR does not bind to the epitope). (5) The epitope is TPRVTGGGAM. The TCR CDR3 sequence is CASRVGLAGNNEQFF. Result: 1 (the TCR binds to the epitope).